From a dataset of Catalyst prediction with 721,799 reactions and 888 catalyst types from USPTO. Predict which catalyst facilitates the given reaction. (1) Reactant: [I:1][C:2]1[CH:7]=[CH:6][C:5]([N+:8]([O-])=O)=[CH:4][C:3]=1[O:11][CH3:12].Cl[Sn]Cl. Product: [I:1][C:2]1[CH:7]=[CH:6][C:5]([NH2:8])=[CH:4][C:3]=1[O:11][CH3:12]. The catalyst class is: 8. (2) Reactant: [Br:1][C:2]1[CH:3]=[CH:4][C:5](F)=[N:6][CH:7]=1.[NH2:9][NH2:10]. Product: [Br:1][C:2]1[CH:3]=[CH:4][C:5]([NH:9][NH2:10])=[N:6][CH:7]=1. The catalyst class is: 17.